Task: Predict which catalyst facilitates the given reaction.. Dataset: Catalyst prediction with 721,799 reactions and 888 catalyst types from USPTO (1) Reactant: [NH2:1][C:2]1[CH:3]=[C:4]2[C:9](=[CH:10][CH:11]=1)[C:8](=[O:12])[CH2:7][CH2:6][CH2:5]2.[C:13]1([S:19](Cl)(=[O:21])=[O:20])[CH:18]=[CH:17][CH:16]=[CH:15][CH:14]=1. Product: [O:12]=[C:8]1[CH2:7][CH2:6][CH2:5][C:4]2[CH:3]=[C:2]([NH:1][S:19]([C:13]3[CH:18]=[CH:17][CH:16]=[CH:15][CH:14]=3)(=[O:21])=[O:20])[CH:11]=[CH:10][C:9]1=2. The catalyst class is: 228. (2) Reactant: [O:1]1[C:6]2[CH:7]=[CH:8][C:9]([S:11][C:12]3[CH:17]=[CH:16][C:15](/[CH:18]=[CH:19]/[C:20]([N:22]4[CH2:27][CH2:26][CH2:25][CH2:24][CH:23]4[C:28]([O:30]CC)=[O:29])=[O:21])=[CH:14][C:13]=3[Cl:33])=[CH:10][C:5]=2[O:4][CH2:3][CH2:2]1.[OH-].[Na+].CCO. Product: [O:1]1[C:6]2[CH:7]=[CH:8][C:9]([S:11][C:12]3[CH:17]=[CH:16][C:15](/[CH:18]=[CH:19]/[C:20]([N:22]4[CH2:27][CH2:26][CH2:25][CH2:24][CH:23]4[C:28]([OH:30])=[O:29])=[O:21])=[CH:14][C:13]=3[Cl:33])=[CH:10][C:5]=2[O:4][CH2:3][CH2:2]1. The catalyst class is: 6. (3) Reactant: [I-].ClC1C=CC=C[N+]=1C.CCN(C(C)C)C(C)C.[NH2:19][C:20]1[S:21][C:22]([C:25]([NH:27][C:28]2[S:29][CH:30]=[C:31]([C:33]3[CH:38]=[CH:37][C:36]([CH3:39])=[CH:35][CH:34]=3)[N:32]=2)=[O:26])=[CH:23][N:24]=1.[Br:40][C:41]1[S:42][C:43]([C:46](O)=[O:47])=[CH:44][N:45]=1. Product: [Br:40][C:41]1[S:42][C:43]([C:46]([NH:19][C:20]2[S:21][C:22]([C:25](=[O:26])[NH:27][C:28]3[S:29][CH:30]=[C:31]([C:33]4[CH:38]=[CH:37][C:36]([CH3:39])=[CH:35][CH:34]=4)[N:32]=3)=[CH:23][N:24]=2)=[O:47])=[CH:44][N:45]=1. The catalyst class is: 3. (4) Reactant: [CH3:1][O:2][CH:3]([O:12][CH3:13])[CH2:4][NH:5][CH2:6][C:7]1[S:8][CH:9]=[CH:10][CH:11]=1.N1C=CC=CC=1.[C:20]1([CH3:30])[CH:25]=[CH:24][C:23]([S:26](Cl)(=[O:28])=[O:27])=[CH:22][CH:21]=1. Product: [CH3:1][O:2][CH:3]([O:12][CH3:13])[CH2:4][N:5]([CH2:6][C:7]1[S:8][CH:9]=[CH:10][CH:11]=1)[S:26]([C:23]1[CH:24]=[CH:25][C:20]([CH3:30])=[CH:21][CH:22]=1)(=[O:28])=[O:27]. The catalyst class is: 4. (5) Reactant: [CH3:1][C:2]([N:6]1[CH2:11][CH2:10][CH:9]([S:12][C:13]2[CH:14]=[CH:15][C:16]3[O:25][CH2:24][CH2:23][N:22]4[C:18](=[N:19][C:20]([C:26]5[CH:31]=[CH:30][CH:29]=[CH:28][N:27]=5)=[CH:21]4)[C:17]=3[CH:32]=2)[CH2:8][CH2:7]1)([CH3:5])[CH2:3][OH:4].C(O)(C(F)(F)F)=[O:34].C1C=C(Cl)C=C(C(OO)=O)C=1. Product: [CH3:5][C:2]([N:6]1[CH2:7][CH2:8][CH:9]([S:12]([C:13]2[CH:14]=[CH:15][C:16]3[O:25][CH2:24][CH2:23][N:22]4[CH:21]=[C:20]([C:26]5[CH:31]=[CH:30][CH:29]=[CH:28][N:27]=5)[N:19]=[C:18]4[C:17]=3[CH:32]=2)=[O:34])[CH2:10][CH2:11]1)([CH3:1])[CH2:3][OH:4]. The catalyst class is: 2. (6) Reactant: [Cl:1][C:2]1[S:6][C:5]([NH:7][C:8](=[O:23])[N:9]([C@H:16]2[CH2:21][CH2:20][C@H:19]([CH3:22])[CH2:18][CH2:17]2)[CH:10]2[CH2:15][CH2:14][NH:13][CH2:12][CH2:11]2)=[N:4][CH:3]=1.CCN(C(C)C)C(C)C.[CH3:33][N:34]([CH3:38])[C:35](Cl)=[O:36]. Product: [CH3:33][N:34]([CH3:38])[C:35]([N:13]1[CH2:12][CH2:11][CH:10]([N:9]([C@H:16]2[CH2:21][CH2:20][C@H:19]([CH3:22])[CH2:18][CH2:17]2)[C:8]([NH:7][C:5]2[S:6][C:2]([Cl:1])=[CH:3][N:4]=2)=[O:23])[CH2:15][CH2:14]1)=[O:36]. The catalyst class is: 12.